Dataset: Catalyst prediction with 721,799 reactions and 888 catalyst types from USPTO. Task: Predict which catalyst facilitates the given reaction. (1) Reactant: [N:1]([CH2:4][C:5]([C:7]1[CH:12]=[CH:11][C:10]([C:13]([F:16])([F:15])[F:14])=[CH:9][CH:8]=1)=[O:6])=[N+]=[N-].C1(P(C2C=CC=CC=2)C2C=CC=CC=2)C=CC=CC=1.O.C1(C)C=CC(S(O)(=O)=O)=CC=1. Product: [NH2:1][CH2:4][C:5]([C:7]1[CH:12]=[CH:11][C:10]([C:13]([F:14])([F:15])[F:16])=[CH:9][CH:8]=1)=[O:6]. The catalyst class is: 1. (2) Reactant: [CH3:1][O:2][CH:3]([O:13][CH3:14])[C:4]1[NH:8][N:7]=[C:6]([C:9](OC)=[O:10])[CH:5]=1.[CH3:15][C:16]([CH3:19])([O-:18])[CH3:17].[K+]. Product: [CH3:14][O:13][CH:3]([O:2][CH3:1])[C:4]1[NH:8][N:7]=[C:6]([C:9]([O:18][C:16]([CH3:19])([CH3:17])[CH3:15])=[O:10])[CH:5]=1. The catalyst class is: 107.